Regression. Given two drug SMILES strings and cell line genomic features, predict the synergy score measuring deviation from expected non-interaction effect. From a dataset of NCI-60 drug combinations with 297,098 pairs across 59 cell lines. (1) Drug 1: CC1C(C(CC(O1)OC2CC(CC3=C2C(=C4C(=C3O)C(=O)C5=C(C4=O)C(=CC=C5)OC)O)(C(=O)CO)O)N)O.Cl. Drug 2: C1=C(C(=O)NC(=O)N1)N(CCCl)CCCl. Cell line: UACC62. Synergy scores: CSS=47.9, Synergy_ZIP=2.53, Synergy_Bliss=4.48, Synergy_Loewe=4.75, Synergy_HSA=5.21. (2) Drug 1: CC(C1=C(C=CC(=C1Cl)F)Cl)OC2=C(N=CC(=C2)C3=CN(N=C3)C4CCNCC4)N. Drug 2: C1=NC2=C(N1)C(=S)N=CN2. Cell line: SK-MEL-28. Synergy scores: CSS=-2.68, Synergy_ZIP=4.76, Synergy_Bliss=-5.72, Synergy_Loewe=-10.7, Synergy_HSA=-10.2. (3) Drug 1: CC12CCC(CC1=CCC3C2CCC4(C3CC=C4C5=CN=CC=C5)C)O. Drug 2: CCN(CC)CCNC(=O)C1=C(NC(=C1C)C=C2C3=C(C=CC(=C3)F)NC2=O)C. Cell line: ACHN. Synergy scores: CSS=5.28, Synergy_ZIP=-1.10, Synergy_Bliss=1.48, Synergy_Loewe=-6.25, Synergy_HSA=-0.946. (4) Drug 1: CN(C(=O)NC(C=O)C(C(C(CO)O)O)O)N=O. Drug 2: COC1=C2C(=CC3=C1OC=C3)C=CC(=O)O2. Cell line: A498. Synergy scores: CSS=-0.281, Synergy_ZIP=0.231, Synergy_Bliss=0.675, Synergy_Loewe=-1.94, Synergy_HSA=-0.313. (5) Drug 1: CS(=O)(=O)OCCCCOS(=O)(=O)C. Drug 2: CC(C)(C#N)C1=CC(=CC(=C1)CN2C=NC=N2)C(C)(C)C#N. Cell line: MCF7. Synergy scores: CSS=7.27, Synergy_ZIP=-3.58, Synergy_Bliss=-4.62, Synergy_Loewe=-1.68, Synergy_HSA=-1.99. (6) Drug 1: CCC1=CC2CC(C3=C(CN(C2)C1)C4=CC=CC=C4N3)(C5=C(C=C6C(=C5)C78CCN9C7C(C=CC9)(C(C(C8N6C)(C(=O)OC)O)OC(=O)C)CC)OC)C(=O)OC.C(C(C(=O)O)O)(C(=O)O)O. Drug 2: CS(=O)(=O)OCCCCOS(=O)(=O)C. Cell line: MOLT-4. Synergy scores: CSS=79.8, Synergy_ZIP=-1.69, Synergy_Bliss=-1.07, Synergy_Loewe=-4.22, Synergy_HSA=0.506. (7) Drug 1: CC1C(C(=O)NC(C(=O)N2CCCC2C(=O)N(CC(=O)N(C(C(=O)O1)C(C)C)C)C)C(C)C)NC(=O)C3=C4C(=C(C=C3)C)OC5=C(C(=O)C(=C(C5=N4)C(=O)NC6C(OC(=O)C(N(C(=O)CN(C(=O)C7CCCN7C(=O)C(NC6=O)C(C)C)C)C)C(C)C)C)N)C. Drug 2: CC12CCC3C(C1CCC2O)C(CC4=C3C=CC(=C4)O)CCCCCCCCCS(=O)CCCC(C(F)(F)F)(F)F. Cell line: A549. Synergy scores: CSS=1.32, Synergy_ZIP=17.4, Synergy_Bliss=15.2, Synergy_Loewe=11.9, Synergy_HSA=12.0.